This data is from Full USPTO retrosynthesis dataset with 1.9M reactions from patents (1976-2016). The task is: Predict the reactants needed to synthesize the given product. Given the product [CH2:1]([O:8][C@@H:9]1[C@@H:14]([O:15][CH2:16][C:17]2[CH:22]=[CH:21][CH:20]=[CH:19][CH:18]=2)[C@@H:13]([O:23][CH2:24][C:25]2[CH:30]=[CH:29][CH:28]=[CH:27][CH:26]=2)[C@@H:12]([CH2:31][O:32][CH2:33][C:34]2[CH:39]=[CH:38][CH:37]=[CH:36][CH:35]=2)[O:11][C@:10]21[C:47]1[C:42](=[CH:43][C:44]([CH3:50])=[C:45]([CH2:48][C:57]3[CH:58]=[CH:59][C:54]([CH:51]([CH3:53])[CH3:52])=[CH:55][CH:56]=3)[CH:46]=1)[CH2:41][O:40]2)[C:2]1[CH:7]=[CH:6][CH:5]=[CH:4][CH:3]=1, predict the reactants needed to synthesize it. The reactants are: [CH2:1]([O:8][C@@H:9]1[C@@H:14]([O:15][CH2:16][C:17]2[CH:22]=[CH:21][CH:20]=[CH:19][CH:18]=2)[C@@H:13]([O:23][CH2:24][C:25]2[CH:30]=[CH:29][CH:28]=[CH:27][CH:26]=2)[C@@H:12]([CH2:31][O:32][CH2:33][C:34]2[CH:39]=[CH:38][CH:37]=[CH:36][CH:35]=2)[O:11][C@:10]21[C:47]1[C:42](=[CH:43][C:44]([CH3:50])=[C:45]([CH2:48]Cl)[CH:46]=1)[CH2:41][O:40]2)[C:2]1[CH:7]=[CH:6][CH:5]=[CH:4][CH:3]=1.[CH:51]([C:54]1[CH:59]=[CH:58][C:57](B(O)O)=[CH:56][CH:55]=1)([CH3:53])[CH3:52].C(=O)([O-])[O-].[Na+].[Na+].